This data is from Full USPTO retrosynthesis dataset with 1.9M reactions from patents (1976-2016). The task is: Predict the reactants needed to synthesize the given product. (1) The reactants are: [C:1]([O:5][C:6]([N:8]1[CH2:13][CH2:12][N:11]([C:14]2[CH:19]=[CH:18][C:17](Br)=[CH:16][C:15]=2[NH:21][CH2:22][C:23]2[CH:32]=[CH:31][C:30]3[C:25](=[CH:26][CH:27]=[CH:28][CH:29]=3)[CH:24]=2)[CH2:10][CH2:9]1)=[O:7])([CH3:4])([CH3:3])[CH3:2].P([O-])([O-])([O-])=O.[K+].[K+].[K+].[F:41][C:42]([F:53])([F:52])[C:43]1[CH:48]=[CH:47][C:46](B(O)O)=[CH:45][CH:44]=1. Given the product [C:1]([O:5][C:6]([N:8]1[CH2:13][CH2:12][N:11]([C:14]2[CH:19]=[CH:18][C:17]([C:46]3[CH:47]=[CH:48][C:43]([C:42]([F:53])([F:52])[F:41])=[CH:44][CH:45]=3)=[CH:16][C:15]=2[NH:21][CH2:22][C:23]2[CH:32]=[CH:31][C:30]3[C:25](=[CH:26][CH:27]=[CH:28][CH:29]=3)[CH:24]=2)[CH2:10][CH2:9]1)=[O:7])([CH3:4])([CH3:3])[CH3:2], predict the reactants needed to synthesize it. (2) Given the product [C:1]1([CH2:7][CH2:8][O:10][CH2:11][CH2:12][CH:13]2[CH2:18][CH2:17][NH:16][CH2:15][CH2:14]2)[CH:2]=[CH:3][CH:4]=[CH:5][CH:6]=1, predict the reactants needed to synthesize it. The reactants are: [C:1]1([CH2:7][C:8]([O:10][CH2:11][CH2:12][CH:13]2[CH2:18][CH2:17][NH:16][CH2:15][CH2:14]2)=O)[CH:6]=[CH:5][CH:4]=[CH:3][CH:2]=1.[SiH](CC)(CC)CC. (3) The reactants are: [CH3:1][O:2][C:3]1[CH:4]=[CH:5][C:6]([N+:12]([O-:14])=[O:13])=[C:7]([CH:11]=1)C(O)=O.CC[N:17](CC)CC. Given the product [CH3:1][O:2][C:3]1[CH:4]=[CH:5][C:6]([N+:12]([O-:14])=[O:13])=[C:7]([CH:11]=1)[NH2:17], predict the reactants needed to synthesize it. (4) Given the product [CH2:1]([N:8]([CH:9]([CH3:11])[CH3:10])[CH2:15][CH2:14][CH:12]=[O:13])[C:2]1[CH:7]=[CH:6][CH:5]=[CH:4][CH:3]=1, predict the reactants needed to synthesize it. The reactants are: [CH2:1]([NH:8][CH:9]([CH3:11])[CH3:10])[C:2]1[CH:7]=[CH:6][CH:5]=[CH:4][CH:3]=1.[CH:12]([CH:14]=[CH2:15])=[O:13].N12CCCN=C1CCCCC2. (5) Given the product [Br:16][C:7]1[N:6]=[C:5]([C:3]([NH:17][CH2:18][C:19]2[CH:24]=[CH:23][C:22]([F:25])=[CH:21][C:20]=2[S:26]([N:29]([CH3:31])[CH3:30])(=[O:27])=[O:28])=[O:4])[C:14]([OH:15])=[C:13]2[C:8]=1[CH:9]=[CH:10][CH:11]=[N:12]2, predict the reactants needed to synthesize it. The reactants are: CO[C:3]([C:5]1[C:14]([OH:15])=[C:13]2[C:8]([CH:9]=[CH:10][CH:11]=[N:12]2)=[C:7]([Br:16])[N:6]=1)=[O:4].[NH2:17][CH2:18][C:19]1[CH:24]=[CH:23][C:22]([F:25])=[CH:21][C:20]=1[S:26]([N:29]([CH3:31])[CH3:30])(=[O:28])=[O:27].C(N(CC)CC)C.C(O)(=O)C. (6) Given the product [F:21][C:15]1[CH:14]=[CH:13][C:12]([C@@H:10]2[CH2:11][C@H:9]2[NH:8][C:6](=[O:7])[O:5][C:1]([CH3:2])([CH3:3])[CH3:4])=[CH:20][C:16]=1[C:17](=[O:19])[NH:28][C:26]1[S:27][C:23]([CH3:22])=[N:24][N:25]=1, predict the reactants needed to synthesize it. The reactants are: [C:1]([O:5][C:6]([NH:8][C@@H:9]1[CH2:11][C@H:10]1[C:12]1[CH:13]=[CH:14][C:15]([F:21])=[C:16]([CH:20]=1)[C:17]([OH:19])=O)=[O:7])([CH3:4])([CH3:3])[CH3:2].[CH3:22][C:23]1[S:27][C:26]([NH2:28])=[N:25][N:24]=1.C(N(CC)CC)C.CN(C(ON1N=NC2C=CC=NC1=2)=[N+](C)C)C.F[P-](F)(F)(F)(F)F. (7) Given the product [C:31]([O:35][C:36]([N:38]1[C:42]2[CH:43]=[CH:44][CH:45]=[CH:46][C:41]=2[N:40]=[C:39]1[CH2:47][N:11]([CH2:10][CH2:9][CH2:8][CH:7]([C:6]([O:5][C:1]([CH3:4])([CH3:3])[CH3:2])=[O:30])[NH:22][C:23]([O:25][C:26]([CH3:29])([CH3:28])[CH3:27])=[O:24])[CH:12]1[C:21]2[N:20]=[CH:19][CH:18]=[CH:17][C:16]=2[CH2:15][CH2:14][CH2:13]1)=[O:37])([CH3:34])([CH3:33])[CH3:32], predict the reactants needed to synthesize it. The reactants are: [C:1]([O:5][C:6](=[O:30])[C@@H:7]([NH:22][C:23]([O:25][C:26]([CH3:29])([CH3:28])[CH3:27])=[O:24])[CH2:8][CH2:9][CH2:10][NH:11][CH:12]1[C:21]2[N:20]=[CH:19][CH:18]=[CH:17][C:16]=2[CH2:15][CH2:14][CH2:13]1)([CH3:4])([CH3:3])[CH3:2].[C:31]([O:35][C:36]([N:38]1[C:42]2[CH:43]=[CH:44][CH:45]=[CH:46][C:41]=2[N:40]=[C:39]1[CH2:47]Cl)=[O:37])([CH3:34])([CH3:33])[CH3:32].C(N(CC)C(C)C)(C)C. (8) Given the product [Cl:1][C:2]1[CH:3]=[C:4]([C:8]2[C:9](=[O:10])[O:11][C:12](=[O:17])[CH:13]=2)[CH:5]=[CH:6][CH:7]=1, predict the reactants needed to synthesize it. The reactants are: [Cl:1][C:2]1[CH:3]=[C:4]([C:8](=O)[C:9]([O:11][CH2:12][CH3:13])=[O:10])[CH:5]=[CH:6][CH:7]=1.C(OC(=O)C)(=[O:17])C.C(N(CCCC)CCCC)CCC.[Cl-].[NH4+]. (9) Given the product [CH3:1][O:2][C:3]1[CH:4]=[C:5]2[C:10](=[CH:11][C:12]=1[O:13][CH3:14])[N:9]=[CH:8][CH:7]=[C:6]2[NH:15][C:16]1[CH:17]=[CH:18][C:19]([NH:22][C:37]([C:34]2[C:35](=[O:36])[N:30]([C:27]3[CH:26]=[CH:25][C:24]([F:23])=[CH:29][CH:28]=3)[C:31](=[O:43])[N:32]([CH:40]([CH3:42])[CH3:41])[CH:33]=2)=[O:38])=[CH:20][CH:21]=1, predict the reactants needed to synthesize it. The reactants are: [CH3:1][O:2][C:3]1[CH:4]=[C:5]2[C:10](=[CH:11][C:12]=1[O:13][CH3:14])[N:9]=[CH:8][CH:7]=[C:6]2[NH:15][C:16]1[CH:21]=[CH:20][C:19]([NH2:22])=[CH:18][CH:17]=1.[F:23][C:24]1[CH:29]=[CH:28][C:27]([N:30]2[C:35](=[O:36])[C:34]([C:37](O)=[O:38])=[CH:33][N:32]([CH:40]([CH3:42])[CH3:41])[C:31]2=[O:43])=[CH:26][CH:25]=1. (10) Given the product [NH2:1][C:2]1[C:6]([Br:17])=[C:5]([C:7]2[CH:12]=[CH:11][CH:10]=[CH:9][CH:8]=2)[S:4][C:3]=1[C:13]([O:15][CH3:16])=[O:14], predict the reactants needed to synthesize it. The reactants are: [NH2:1][C:2]1[CH:6]=[C:5]([C:7]2[CH:12]=[CH:11][CH:10]=[CH:9][CH:8]=2)[S:4][C:3]=1[C:13]([O:15][CH3:16])=[O:14].[Br-:17].[Br-].[Br-].C1([N+](C)(C)C)C=CC=CC=1.C1([N+](C)(C)C)C=CC=CC=1.C1([N+](C)(C)C)C=CC=CC=1.C(=O)([O-])[O-].[Ca+2].